From a dataset of Full USPTO retrosynthesis dataset with 1.9M reactions from patents (1976-2016). Predict the reactants needed to synthesize the given product. (1) Given the product [CH2:1]([O:3][C:4]([C:6]1[N:11]=[C:10]([C:35]#[N:36])[C:9]2[N:13]=[C:14]([C:16]3[CH:17]=[N:18][N:19]([CH2:21][C:22]4[CH:27]=[CH:26][CH:25]=[CH:24][CH:23]=4)[CH:20]=3)[S:15][C:8]=2[C:7]=1[OH:28])=[O:5])[CH3:2], predict the reactants needed to synthesize it. The reactants are: [CH2:1]([O:3][C:4]([C:6]1[N:11]=[C:10](Br)[C:9]2[N:13]=[C:14]([C:16]3[CH:17]=[N:18][N:19]([CH2:21][C:22]4[CH:27]=[CH:26][CH:25]=[CH:24][CH:23]=4)[CH:20]=3)[S:15][C:8]=2[C:7]=1[OH:28])=[O:5])[CH3:2].C(OCC)(=O)C.[CH3:35][N:36](C)C(=O)C. (2) Given the product [ClH:26].[CH2:1]([C:3]1[CH:22]=[CH:21][CH:20]=[C:19]([CH3:23])[C:4]=1[CH2:5][NH:6][C:7]1[C:8]2[N:9]([N:15]=[C:16]([CH3:18])[N:17]=2)[CH:10]=[C:11]([CH2:13][Cl:26])[CH:12]=1)[CH3:2], predict the reactants needed to synthesize it. The reactants are: [CH2:1]([C:3]1[CH:22]=[CH:21][CH:20]=[C:19]([CH3:23])[C:4]=1[CH2:5][NH:6][C:7]1[C:8]2[N:9]([N:15]=[C:16]([CH3:18])[N:17]=2)[CH:10]=[C:11]([CH2:13]O)[CH:12]=1)[CH3:2].S(Cl)([Cl:26])=O.C1(C)C=CC=CC=1. (3) Given the product [Cl:11][C:12]1[C:20]([F:21])=[CH:19][C:15]([C:16]2[O:1][N:2]=[C:3]([C:4]3[CH:5]=[N:6][CH:7]=[CH:8][CH:9]=3)[N:10]=2)=[C:14]([F:22])[CH:13]=1, predict the reactants needed to synthesize it. The reactants are: [OH:1][N:2]=[C:3]([NH2:10])[C:4]1[CH:9]=[CH:8][CH:7]=[N:6][CH:5]=1.[Cl:11][C:12]1[C:20]([F:21])=[CH:19][C:15]([C:16](O)=O)=[C:14]([F:22])[CH:13]=1.N.